From a dataset of NCI-60 drug combinations with 297,098 pairs across 59 cell lines. Regression. Given two drug SMILES strings and cell line genomic features, predict the synergy score measuring deviation from expected non-interaction effect. (1) Drug 1: CC(C1=C(C=CC(=C1Cl)F)Cl)OC2=C(N=CC(=C2)C3=CN(N=C3)C4CCNCC4)N. Drug 2: CC1=C2C(C(=O)C3(C(CC4C(C3C(C(C2(C)C)(CC1OC(=O)C(C(C5=CC=CC=C5)NC(=O)C6=CC=CC=C6)O)O)OC(=O)C7=CC=CC=C7)(CO4)OC(=O)C)O)C)OC(=O)C. Cell line: MDA-MB-435. Synergy scores: CSS=58.1, Synergy_ZIP=5.46, Synergy_Bliss=6.32, Synergy_Loewe=-24.0, Synergy_HSA=6.36. (2) Drug 1: C1CNP(=O)(OC1)N(CCCl)CCCl. Drug 2: B(C(CC(C)C)NC(=O)C(CC1=CC=CC=C1)NC(=O)C2=NC=CN=C2)(O)O. Cell line: SK-OV-3. Synergy scores: CSS=32.3, Synergy_ZIP=2.04, Synergy_Bliss=0.661, Synergy_Loewe=-58.7, Synergy_HSA=-3.84. (3) Drug 1: COC1=C(C=C2C(=C1)N=CN=C2NC3=CC(=C(C=C3)F)Cl)OCCCN4CCOCC4. Drug 2: C(=O)(N)NO. Cell line: HS 578T. Synergy scores: CSS=11.1, Synergy_ZIP=-3.29, Synergy_Bliss=4.14, Synergy_Loewe=-14.0, Synergy_HSA=1.28. (4) Drug 1: C1C(C(OC1N2C=C(C(=O)NC2=O)F)CO)O. Drug 2: CC(C)CN1C=NC2=C1C3=CC=CC=C3N=C2N. Cell line: IGROV1. Synergy scores: CSS=6.62, Synergy_ZIP=-3.33, Synergy_Bliss=0.102, Synergy_Loewe=-0.934, Synergy_HSA=1.07. (5) Cell line: K-562. Drug 1: CC(C1=C(C=CC(=C1Cl)F)Cl)OC2=C(N=CC(=C2)C3=CN(N=C3)C4CCNCC4)N. Synergy scores: CSS=29.4, Synergy_ZIP=2.97, Synergy_Bliss=4.88, Synergy_Loewe=-16.1, Synergy_HSA=4.23. Drug 2: C1=CN(C=N1)CC(O)(P(=O)(O)O)P(=O)(O)O. (6) Drug 1: CC12CCC(CC1=CCC3C2CCC4(C3CC=C4C5=CN=CC=C5)C)O. Synergy scores: CSS=2.19, Synergy_ZIP=-1.18, Synergy_Bliss=-3.78, Synergy_Loewe=-5.56, Synergy_HSA=-4.76. Cell line: OVCAR-8. Drug 2: CC(C1=C(C=CC(=C1Cl)F)Cl)OC2=C(N=CC(=C2)C3=CN(N=C3)C4CCNCC4)N. (7) Drug 1: CN1CCC(CC1)COC2=C(C=C3C(=C2)N=CN=C3NC4=C(C=C(C=C4)Br)F)OC. Drug 2: C1C(C(OC1N2C=NC3=C(N=C(N=C32)Cl)N)CO)O. Cell line: HT29. Synergy scores: CSS=14.6, Synergy_ZIP=-4.27, Synergy_Bliss=1.77, Synergy_Loewe=-4.47, Synergy_HSA=0.0843.